Predict which catalyst facilitates the given reaction. From a dataset of Catalyst prediction with 721,799 reactions and 888 catalyst types from USPTO. (1) Reactant: [CH3:1][N:2]([CH3:18])[C:3]1[C:8]([CH3:9])=[CH:7][N:6]=[C:5]([NH:10][C@@H:11]2[CH2:16][CH2:15][C@H:14]([NH2:17])[CH2:13][CH2:12]2)[N:4]=1.[F:19][C:20]([F:35])([F:34])[C:21]1[CH:22]=[C:23]([S:27]([CH2:30][C:31](O)=[O:32])(=[O:29])=[O:28])[CH:24]=[CH:25][CH:26]=1.CN(C(ON1N=NC2C=CC=NC1=2)=[N+](C)C)C.F[P-](F)(F)(F)(F)F.CCN(CC)CC. Product: [CH3:18][N:2]([CH3:1])[C:3]1[C:8]([CH3:9])=[CH:7][N:6]=[C:5]([NH:10][C@@H:11]2[CH2:16][CH2:15][C@H:14]([NH:17][C:31](=[O:32])[CH2:30][S:27]([C:23]3[CH:24]=[CH:25][CH:26]=[C:21]([C:20]([F:34])([F:19])[F:35])[CH:22]=3)(=[O:28])=[O:29])[CH2:13][CH2:12]2)[N:4]=1. The catalyst class is: 2. (2) Reactant: O1C2C=CC=CC=2OB1.[Br:10][C:11]1[C:12]([N:27]2[CH2:32][CH2:31][C:30]([O:34][CH3:35])([CH3:33])[CH2:29][CH2:28]2)=[C:13]([C:19](=[O:26])[C:20]([O:22][CH:23]([CH3:25])[CH3:24])=[O:21])[C:14]([CH3:18])=[N:15][C:16]=1[CH3:17].CB1N2CCC[C@@H]2C(C2C=CC=CC=2)(C2C=CC=CC=2)O1. Product: [Br:10][C:11]1[C:12]([N:27]2[CH2:32][CH2:31][C:30]([O:34][CH3:35])([CH3:33])[CH2:29][CH2:28]2)=[C:13]([C@H:19]([OH:26])[C:20]([O:22][CH:23]([CH3:25])[CH3:24])=[O:21])[C:14]([CH3:18])=[N:15][C:16]=1[CH3:17]. The catalyst class is: 11. (3) Reactant: [Cl:1][C:2]1[C:13]([N+:14]([O-:16])=[O:15])=[CH:12][C:11]([N+:17]([O-:19])=[O:18])=[CH:10][C:3]=1[C:4]([NH:6][CH2:7][CH2:8][OH:9])=[O:5].[O:20]1[CH:25]=[CH:24][CH2:23][CH2:22][CH2:21]1.C1(C)C=CC(S(O)(=O)=O)=CC=1. Product: [Cl:1][C:2]1[C:13]([N+:14]([O-:16])=[O:15])=[CH:12][C:11]([N+:17]([O-:19])=[O:18])=[CH:10][C:3]=1[C:4]([NH:6][CH2:7][CH2:8][O:9][CH:21]1[CH2:22][CH2:23][CH2:24][CH2:25][O:20]1)=[O:5]. The catalyst class is: 2. (4) The catalyst class is: 2. Product: [CH3:42][CH:43]1[CH2:48][CH2:47][N:46]([C:34]([N:12]2[C:13]3[CH:14]=[CH:15][CH:16]=[CH:17][C:18]=3[C:9]3=[N:8][N:7]([C:1]4[CH:2]=[CH:3][CH:4]=[CH:5][CH:6]=4)[C:19](=[O:20])[C:10]3=[CH:11]2)=[O:40])[CH2:45][CH2:44]1. Reactant: [C:1]1([N:7]2[C:19](=[O:20])[C:10]3=[CH:11][NH:12][C:13]4[CH:14]=[CH:15][CH:16]=[CH:17][C:18]=4[C:9]3=[N:8]2)[CH:6]=[CH:5][CH:4]=[CH:3][CH:2]=1.C(N(CC)C(C)C)(C)C.ClC(Cl)(O[C:34](=[O:40])OC(Cl)(Cl)Cl)Cl.[CH3:42][CH:43]1[CH2:48][CH2:47][NH:46][CH2:45][CH2:44]1. (5) Reactant: B(Br)(Br)Br.C[O:6][C:7]1[CH:8]=[C:9]2[C:14](=[CH:15][CH:16]=1)[C:13]([CH2:17][CH2:18][CH2:19][CH2:20][CH2:21][CH2:22][CH2:23][CH:24]([CH2:28][CH2:29][CH2:30][C:31]([F:37])([F:36])[C:32]([F:35])([F:34])[F:33])[C:25]([OH:27])=[O:26])=[C:12]([C:38]1[CH:43]=[CH:42][C:41]([O:44]C)=[CH:40][CH:39]=1)[CH:11]=[CH:10]2.O.C(#N)C. Product: [OH:6][C:7]1[CH:8]=[C:9]2[C:14](=[CH:15][CH:16]=1)[C:13]([CH2:17][CH2:18][CH2:19][CH2:20][CH2:21][CH2:22][CH2:23][CH:24]([CH2:28][CH2:29][CH2:30][C:31]([F:36])([F:37])[C:32]([F:33])([F:34])[F:35])[C:25]([OH:27])=[O:26])=[C:12]([C:38]1[CH:39]=[CH:40][C:41]([OH:44])=[CH:42][CH:43]=1)[CH:11]=[CH:10]2. The catalyst class is: 4. (6) Reactant: [F:1][C:2]([F:13])([F:12])[S:3][C:4]1[CH:9]=[CH:8][C:7]([NH:10]N)=[CH:6][CH:5]=1.[CH3:14][CH:15]([C:24](=O)[CH3:25])[CH2:16][CH2:17][CH2:18][CH2:19][S:20]([OH:23])(=[O:22])=[O:21]. Product: [F:1][C:2]([F:13])([F:12])[S:3][C:4]1[CH:9]=[C:8]2[C:7](=[CH:6][CH:5]=1)[N:10]=[C:24]([CH3:25])[C:15]2([CH3:14])[CH2:16][CH2:17][CH2:18][CH2:19][S:20]([OH:23])(=[O:21])=[O:22]. The catalyst class is: 15. (7) Product: [C:19]([NH:27][C:28]([NH:1][C:2]1[CH:7]=[CH:6][C:5]([CH2:8][CH2:9][C:10]2[N:11]=[C:12]([NH:15][C:16](=[O:18])[CH3:17])[S:13][CH:14]=2)=[CH:4][CH:3]=1)=[S:29])(=[O:26])[C:20]1[CH:25]=[CH:24][CH:23]=[CH:22][CH:21]=1. The catalyst class is: 21. Reactant: [NH2:1][C:2]1[CH:7]=[CH:6][C:5]([CH2:8][CH2:9][C:10]2[N:11]=[C:12]([NH:15][C:16](=[O:18])[CH3:17])[S:13][CH:14]=2)=[CH:4][CH:3]=1.[C:19]([N:27]=[C:28]=[S:29])(=[O:26])[C:20]1[CH:25]=[CH:24][CH:23]=[CH:22][CH:21]=1. (8) Reactant: C1(O[CH2:8]/[CH:9]=[CH:10]/[C:11]2[CH:16]=[CH:15][CH:14]=[CH:13][CH:12]=2)C=CC=CC=1.[C:17]1([Si:23]([CH3:34])([CH3:33])[Si:23]([CH3:34])([CH3:33])[C:17]2[CH:22]=[CH:21][CH:20]=[CH:19][CH:18]=2)[CH:22]=[CH:21][CH:20]=[CH:19][CH:18]=1.CCN(CC)CC. Product: [CH2:8]([Si:23]([CH3:34])([CH3:33])[C:17]1[CH:22]=[CH:21][CH:20]=[CH:19][CH:18]=1)[CH:9]=[CH:10][C:11]1[CH:12]=[CH:13][CH:14]=[CH:15][CH:16]=1. The catalyst class is: 6. (9) Reactant: Cl[C:2]1[CH:7]=[C:6]([Cl:8])[C:5]([CH3:9])=[CH:4][N+:3]=1[O-:10].[NH2:11][CH2:12][C@@H:13]1[CH2:18][CH2:17][C@H:16]([NH:19][CH2:20][C:21]2[CH:26]=[CH:25][CH:24]=[CH:23][CH:22]=2)[CH2:15][CH2:14]1.C(O)CCC.C([O-])(O)=O.[Na+]. Product: [CH2:20]([NH:19][C@@H:16]1[CH2:17][CH2:18][C@H:13]([CH2:12][NH:11][C:2]2[N+:3]([O-:10])=[CH:4][C:5]([CH3:9])=[C:6]([Cl:8])[CH:7]=2)[CH2:14][CH2:15]1)[C:21]1[CH:26]=[CH:25][CH:24]=[CH:23][CH:22]=1. The catalyst class is: 22.